Task: Predict the reactants needed to synthesize the given product.. Dataset: Full USPTO retrosynthesis dataset with 1.9M reactions from patents (1976-2016) (1) Given the product [C:12]1([C:11](=[N:10][N:9]2[CH:4]([CH3:24])[CH2:5][CH2:6][C:7]2=[O:8])[C:18]2[CH:23]=[CH:22][CH:21]=[CH:20][CH:19]=2)[CH:17]=[CH:16][CH:15]=[CH:14][CH:13]=1, predict the reactants needed to synthesize it. The reactants are: [H-].[Na+].Br[CH:4]([CH3:24])[CH2:5][CH2:6][C:7]([NH:9][N:10]=[C:11]([C:18]1[CH:23]=[CH:22][CH:21]=[CH:20][CH:19]=1)[C:12]1[CH:17]=[CH:16][CH:15]=[CH:14][CH:13]=1)=[O:8].C(OCC)(=O)C. (2) Given the product [NH2:56][C:55]1[N:54]([CH3:53])[C:1](=[O:4])[C:17]([C:16]2[CH:13]=[CH:14][C:15]([O:64][CH:31]([F:51])[F:30])=[C:10]([CH3:11])[CH:59]=2)([C:19]2[CH:24]=[C:23]([CH3:25])[CH:22]=[C:21]([F:26])[CH:20]=2)[N:57]=1, predict the reactants needed to synthesize it. The reactants are: [C:1](=[O:4])([O-])[O-].[K+].[K+].FC(F)O[C:10]1[CH:15]=[CH:14][C:13]([C:16](=O)[C:17]([C:19]2[CH:24]=[C:23]([CH3:25])[CH:22]=[C:21]([F:26])[CH:20]=2)=O)=C[C:11]=1C.[F:30][CH:31]([F:51])OC1C=CC(C(=O)C(C2C=CC=C(F)C=2)=O)=CC=1C.Cl.[CH3:53][NH:54][C:55]([NH2:57])=[NH:56].O1CCOC[CH2:59]1.[OH2:64]. (3) Given the product [S:1]1[CH:5]=[CH:4][CH:3]=[C:2]1[S:6]([NH:9][C:10]1[CH:11]=[CH:12][CH:13]=[C:14]2[C:18]=1[NH:17][C:16]([C:19]([NH2:22])=[O:21])=[CH:15]2)(=[O:7])=[O:8], predict the reactants needed to synthesize it. The reactants are: [S:1]1[CH:5]=[CH:4][CH:3]=[C:2]1[S:6]([NH:9][C:10]1[CH:11]=[CH:12][CH:13]=[C:14]2[C:18]=1[NH:17][C:16]([C:19]([OH:21])=O)=[CH:15]2)(=[O:8])=[O:7].[N:22]1(O)C2C=CC=CC=2N=N1.Cl.CN(C)CCCN=C=NCC.N.C(O)(=O)CC(CC(O)=O)(C(O)=O)O. (4) Given the product [CH3:2][O:3][C:4]1[CH:5]=[CH:6][C:7]([CH2:10][CH2:11][CH2:12][C:13]([OH:15])=[O:14])=[CH:8][CH:9]=1, predict the reactants needed to synthesize it. The reactants are: Cl.[CH3:2][O:3][C:4]1[CH:9]=[CH:8][C:7]([C:10](=O)[CH2:11][CH2:12][C:13]([OH:15])=[O:14])=[CH:6][CH:5]=1.C(OCC)C. (5) Given the product [CH3:1][O:2][C:3](=[O:17])[CH:4]([NH:5][C:10]([O:12][C:13]([CH3:14])([CH3:15])[CH3:16])=[O:11])[C:39](=[O:40])[CH2:38][CH3:37], predict the reactants needed to synthesize it. The reactants are: [CH3:1][O:2][C:3](=[O:17])[CH2:4][N:5]([C:10]([O:12][C:13]([CH3:16])([CH3:15])[CH3:14])=[O:11])C(=O)CC.CN1C(=O)N(C)CCC1.[Li+].C[Si]([N-][Si](C)(C)C)(C)C.[CH2:37]1C[O:40][CH2:39][CH2:38]1. (6) Given the product [I:1][C:2]1[CH:3]=[C:4]([CH:5]=[CH:6][CH:7]=1)[O:8][CH2:45][CH2:44][S:43][CH3:42], predict the reactants needed to synthesize it. The reactants are: [I:1][C:2]1[CH:3]=[C:4]([OH:8])[CH:5]=[CH:6][CH:7]=1.N(C(OC(C)C)=O)=NC(OC(C)C)=O.C1(P(C2C=CC=CC=2)C2C=CC=CC=2)C=CC=CC=1.[CH3:42][S:43][CH2:44][CH2:45]O. (7) Given the product [CH2:1]([O:5][C:6]1[CH:13]=[C:10]([CH2:11][NH:16][CH2:17][CH2:18][CH2:19][NH:20][CH2:21][CH2:22][CH2:23][NH:24][C:25](=[O:31])[O:26][C:27]([CH3:29])([CH3:28])[CH3:30])[CH:9]=[C:8]([CH2:14][NH:16][CH2:17][CH2:18][CH2:19][NH:20][CH2:21][CH2:22][CH2:23][NH:24][C:25](=[O:31])[O:26][C:27]([CH3:28])([CH3:30])[CH3:29])[CH:7]=1)[CH2:2][CH2:3][CH3:4], predict the reactants needed to synthesize it. The reactants are: [CH2:1]([O:5][C:6]1[CH:7]=[C:8]([CH:14]=O)[CH:9]=[C:10]([CH:13]=1)[CH:11]=O)[CH2:2][CH2:3][CH3:4].[NH2:16][CH2:17][CH2:18][CH2:19][NH:20][CH2:21][CH2:22][CH2:23][NH:24][C:25](=[O:31])[O:26][C:27]([CH3:30])([CH3:29])[CH3:28].[BH4-].[Na+].